Predict the reaction yield, written as a fraction of the theoretical maximum amount of product (1.0 means a 100% yield; for example, 0.34 means a 34% yield). From a dataset of Reaction yield outcomes from USPTO patents with 853,638 reactions. (1) The reactants are [Cl:1][C:2]1[CH:7]=[C:6]([Cl:8])[CH:5]=[CH:4][C:3]=1[C:9]1[N:10]=[C:11](/[CH:18]=[CH:19]/[C:20]2[CH:25]=[CH:24][C:23]([O:26][CH3:27])=[CH:22][CH:21]=2)[N:12]([CH2:14][C:15](O)=[O:16])[CH:13]=1.[NH2:28][C:29]1[CH:34]=[CH:33][N:32]=[CH:31][CH:30]=1. The product is [Cl:1][C:2]1[CH:7]=[C:6]([Cl:8])[CH:5]=[CH:4][C:3]=1[C:9]1[N:10]=[C:11](/[CH:18]=[CH:19]/[C:20]2[CH:21]=[CH:22][C:23]([O:26][CH3:27])=[CH:24][CH:25]=2)[N:12]([CH2:14][C:15]([NH:28][C:29]2[CH:34]=[CH:33][N:32]=[CH:31][CH:30]=2)=[O:16])[CH:13]=1. No catalyst specified. The yield is 0.680. (2) The reactants are C1C2C(CO[C:16]([N:18](C)[C@H:19]([C:23]([NH:25][C@H:26]([C:30]([N:32]([C@@H:34]([C@@H:67]([CH3:70])[CH2:68][CH3:69])[C@H:35]([O:65][CH3:66])[CH2:36][C:37]([N:39]3[CH2:43][CH2:42][CH2:41][C@H:40]3[C@H:44]([O:63][CH3:64])[C@@H:45]([CH3:62])[C:46]([NH:48][C@H:49]([C:57]3[S:58][CH:59]=[CH:60][N:61]=3)[CH2:50][C:51]3[CH:56]=[CH:55][CH:54]=[CH:53][CH:52]=3)=[S:47])=[O:38])[CH3:33])=[O:31])[CH:27]([CH3:29])[CH3:28])=[O:24])[CH:20]([CH3:22])[CH3:21])=O)C3C(=CC=CC=3)C=2C=CC=1.C(OCC)C.CCCCCCC. The catalyst is ClCCl.C(NCC)C. The product is [CH3:16][NH:18][C@H:19]([C:23]([NH:25][C@H:26]([C:30]([N:32]([C@@H:34]([C@@H:67]([CH3:70])[CH2:68][CH3:69])[C@H:35]([O:65][CH3:66])[CH2:36][C:37]([N:39]1[CH2:43][CH2:42][CH2:41][C@H:40]1[C@H:44]([O:63][CH3:64])[C@@H:45]([CH3:62])[C:46]([NH:48][C@H:49]([C:57]1[S:58][CH:59]=[CH:60][N:61]=1)[CH2:50][C:51]1[CH:52]=[CH:53][CH:54]=[CH:55][CH:56]=1)=[S:47])=[O:38])[CH3:33])=[O:31])[CH:27]([CH3:29])[CH3:28])=[O:24])[CH:20]([CH3:22])[CH3:21]. The yield is 0.920. (3) The reactants are [N:1]12[CH2:8][CH2:7][C:4]([C:9]([C:17]3[CH:22]=[CH:21][CH:20]=[CH:19][CH:18]=3)([C:11]3[CH:16]=[CH:15][CH:14]=[CH:13][CH:12]=3)[OH:10])([CH2:5][CH2:6]1)[CH2:3][CH2:2]2.[Br:23][CH2:24][CH:25]1[CH2:27][CH2:26]1. The catalyst is CC#N. The product is [Br-:23].[CH:25]1([CH2:24][N+:1]23[CH2:6][CH2:5][C:4]([C:9]([OH:10])([C:17]4[CH:22]=[CH:21][CH:20]=[CH:19][CH:18]=4)[C:11]4[CH:12]=[CH:13][CH:14]=[CH:15][CH:16]=4)([CH2:3][CH2:2]2)[CH2:7][CH2:8]3)[CH2:27][CH2:26]1. The yield is 0.399. (4) The reactants are Cl[C:2]1[CH:12]=[CH:11][C:5]([C:6]([O:8]CC)=[O:7])=[CH:4][N:3]=1.[F:13][CH2:14][CH:15]([OH:18])[CH2:16][F:17].[OH-].[Li+]. No catalyst specified. The product is [F:13][CH2:14][CH:15]([CH2:16][F:17])[O:18][C:2]1[CH:12]=[CH:11][C:5]([C:6]([OH:8])=[O:7])=[CH:4][N:3]=1. The yield is 0.470. (5) The reactants are [OH-].[Na+].[CH2:3]([N:10]([CH2:24][C:25]1[CH:30]=[CH:29][CH:28]=[CH:27][CH:26]=1)[C:11]1[CH:12]=[C:13](/[CH:18]=[CH:19]/[C:20]([O:22]C)=[O:21])[CH:14]=[C:15]([F:17])[CH:16]=1)[C:4]1[CH:9]=[CH:8][CH:7]=[CH:6][CH:5]=1.Cl. The catalyst is O1CCCC1.CO. The product is [CH2:24]([N:10]([CH2:3][C:4]1[CH:9]=[CH:8][CH:7]=[CH:6][CH:5]=1)[C:11]1[CH:12]=[C:13](/[CH:18]=[CH:19]/[C:20]([OH:22])=[O:21])[CH:14]=[C:15]([F:17])[CH:16]=1)[C:25]1[CH:26]=[CH:27][CH:28]=[CH:29][CH:30]=1. The yield is 0.910. (6) The reactants are C(N(C(C)C)C(C)C)C.[NH:10]1[C:18]2[C:13](=[CH:14][CH:15]=[CH:16][CH:17]=2)[CH:12]=[C:11]1[CH2:19][NH:20][C:21]([C:23]1([CH2:29][NH2:30])[CH2:28][CH2:27][NH:26][CH2:25][CH2:24]1)=[O:22].Cl[C:32]1[C:33]2[CH:40]=[CH:39][NH:38][C:34]=2[N:35]=[CH:36][N:37]=1. The catalyst is C(O)CCC. The product is [NH:10]1[C:18]2[C:13](=[CH:14][CH:15]=[CH:16][CH:17]=2)[CH:12]=[C:11]1[CH2:19][NH:20][C:21]([C:23]1([CH2:29][NH2:30])[CH2:24][CH2:25][N:26]([C:32]2[C:33]3[CH:40]=[CH:39][NH:38][C:34]=3[N:35]=[CH:36][N:37]=2)[CH2:27][CH2:28]1)=[O:22]. The yield is 0.350. (7) The reactants are C1(N2C=C(C=C3CCNCC3)N=N2)C=CC=CC=1.C(OC([N:26]1[CH2:31][CH2:30][C:29](=[CH:32][C:33]2[O:37][N:36]=[C:35]([CH:38]([CH3:40])[CH3:39])[N:34]=2)[CH2:28][CH2:27]1)=O)(C)(C)C. No catalyst specified. The product is [CH:38]([C:35]1[N:34]=[C:33]([CH:32]=[C:29]2[CH2:28][CH2:27][NH:26][CH2:31][CH2:30]2)[O:37][N:36]=1)([CH3:40])[CH3:39]. The yield is 1.00.